This data is from NCI-60 drug combinations with 297,098 pairs across 59 cell lines. The task is: Regression. Given two drug SMILES strings and cell line genomic features, predict the synergy score measuring deviation from expected non-interaction effect. Drug 1: CC(C)(C#N)C1=CC(=CC(=C1)CN2C=NC=N2)C(C)(C)C#N. Drug 2: CCC1(C2=C(COC1=O)C(=O)N3CC4=CC5=C(C=CC(=C5CN(C)C)O)N=C4C3=C2)O.Cl. Cell line: SF-268. Synergy scores: CSS=20.8, Synergy_ZIP=3.55, Synergy_Bliss=4.47, Synergy_Loewe=-10.4, Synergy_HSA=-0.819.